From a dataset of Reaction yield outcomes from USPTO patents with 853,638 reactions. Predict the reaction yield, written as a fraction of the theoretical maximum amount of product (1.0 means a 100% yield; for example, 0.34 means a 34% yield). (1) The reactants are C(OC([N:8]1[CH2:12][CH2:11][C:10]([C:15]2[CH:20]=[CH:19][CH:18]=[C:17]([F:21])[C:16]=2[F:22])([O:13][CH3:14])[CH2:9]1)=O)(C)(C)C.FC(F)(F)C(O)=O. The catalyst is ClCCl. The product is [F:22][C:16]1[C:17]([F:21])=[CH:18][CH:19]=[CH:20][C:15]=1[C:10]1([O:13][CH3:14])[CH2:11][CH2:12][NH:8][CH2:9]1. The yield is 0.850. (2) The product is [I:1][CH2:37][C:36](=[CH2:39])[CH2:35][O:34][Si:27]([C:30]([CH3:33])([CH3:32])[CH3:31])([CH3:29])[CH3:28]. The catalyst is C(Cl)Cl. The reactants are [I:1]I.N1C=CN=C1.C1(P(C2C=CC=CC=2)C2C=CC=CC=2)C=CC=CC=1.[Si:27]([O:34][CH2:35][C:36](=[CH2:39])[CH2:37]O)([C:30]([CH3:33])([CH3:32])[CH3:31])([CH3:29])[CH3:28]. The yield is 0.950. (3) The reactants are Br[C:2]1[CH:3]=[CH:4][C:5]2[N:6]([C:15]3[CH:20]=[CH:19][CH:18]=[CH:17][CH:16]=3)[C:7]3[C:12]([C:13]=2[CH:14]=1)=[CH:11][CH:10]=[CH:9][CH:8]=3.CC(C)([O-])C.[Na+].C1(C)C(C)=CC=CC=1.[NH2:35][C:36]1[CH:41]=[CH:40][CH:39]=[CH:38][CH:37]=1. The catalyst is C1C=CC(/C=C/C(/C=C/C2C=CC=CC=2)=O)=CC=1.C1C=CC(/C=C/C(/C=C/C2C=CC=CC=2)=O)=CC=1.[Pd].[CH-]1C(P(C2C=CC=CC=2)C2C=CC=CC=2)=CC=C1.[CH-]1C(P(C2C=CC=CC=2)C2C=CC=CC=2)=CC=C1.[Fe+2].C1(C)C=CC=CC=1. The product is [C:36]1([NH:35][C:2]2[CH:3]=[CH:4][C:5]3[N:6]([C:15]4[CH:20]=[CH:19][CH:18]=[CH:17][CH:16]=4)[C:7]4[C:12]([C:13]=3[CH:14]=2)=[CH:11][CH:10]=[CH:9][CH:8]=4)[CH:41]=[CH:40][CH:39]=[CH:38][CH:37]=1. The yield is 0.750. (4) The product is [CH2:1]([O:4][C:5]([O:7][CH2:8][C:9]1[CH:26]=[CH:25][C:24]([C:27]#[N:28])=[CH:23][C:10]=1[C:11]([OH:13])=[O:12])=[O:6])[CH:2]=[CH2:3]. The yield is 0.950. The catalyst is C1(C)C=CC=CC=1. The reactants are [CH2:1]([O:4][C:5]([O:7][CH2:8][C:9]1[CH:26]=[CH:25][C:24]([C:27]#[N:28])=[CH:23][C:10]=1[C:11]([O:13]CC1C=CC(OC)=CC=1)=[O:12])=[O:6])[CH:2]=[CH2:3].C1(OC)C=CC=CC=1.FC(F)(F)C(O)=O. (5) The reactants are [F:1][C:2]1[CH:7]=[CH:6][C:5]([C:8]2[C:13]([C:14]([O:16][CH3:17])=[O:15])=[C:12]([CH:18]([CH3:20])[CH3:19])[N:11]=[C:10](O)[N:9]=2)=[CH:4][CH:3]=1.C(#N)C.C1(C)C=CC(S(Cl)(=O)=O)=CC=1.[CH3:36][NH:37][S:38]([CH3:41])(=[O:40])=[O:39]. The catalyst is O. The product is [F:1][C:2]1[CH:7]=[CH:6][C:5]([C:8]2[C:13]([C:14]([O:16][CH3:17])=[O:15])=[C:12]([CH:18]([CH3:20])[CH3:19])[N:11]=[C:10]([N:37]([CH3:36])[S:38]([CH3:41])(=[O:40])=[O:39])[N:9]=2)=[CH:4][CH:3]=1. The yield is 0.680. (6) The reactants are [CH3:1][NH:2][CH2:3][C:4]1[CH:5]=[C:6]2[C:10](=[CH:11][CH:12]=1)[N:9]([CH3:13])[CH:8]=[CH:7]2.Cl.Cl.[CH3:16][N:17]1[CH2:23][C:22]2[CH:24]=[C:25](/[CH:28]=[CH:29]/[C:30](O)=[O:31])[CH:26]=[N:27][C:21]=2[NH:20][C:19](=[O:33])[CH2:18]1.C1C=CC2N(O)N=NC=2C=1.C(N(C(C)C)CC)(C)C.CCN=C=NCCCN(C)C.Cl. The catalyst is CN(C=O)C.C(OCC)C.O. The product is [CH3:1][N:2]([CH2:3][C:4]1[CH:5]=[C:6]2[C:10](=[CH:11][CH:12]=1)[N:9]([CH3:13])[CH:8]=[CH:7]2)[C:30](=[O:31])/[CH:29]=[CH:28]/[C:25]1[CH:26]=[N:27][C:21]2[NH:20][C:19](=[O:33])[CH2:18][N:17]([CH3:16])[CH2:23][C:22]=2[CH:24]=1. The yield is 0.780. (7) The reactants are [CH2:1]([N:8]1[CH:16]=[C:15]2[C:10]([CH:11]=[C:12]([C:17]3[CH:18]=[C:19]([CH:27]4[CH2:32][CH2:31][NH:30][CH2:29][CH2:28]4)[N:20]4[C:25]=3[C:24]([NH2:26])=[N:23][CH:22]=[N:21]4)[CH:13]=[CH:14]2)=[N:9]1)[C:2]1[CH:7]=[CH:6][CH:5]=[CH:4][CH:3]=1.[CH3:33][N:34]([CH3:39])[S:35](Cl)(=[O:37])=[O:36].C(N(CC)CC)C. The catalyst is C1(C)C=CC=CC=1. The product is [NH2:26][C:24]1[C:25]2=[C:17]([C:12]3[CH:13]=[CH:14][C:15]4[C:10]([CH:11]=3)=[N:9][N:8]([CH2:1][C:2]3[CH:3]=[CH:4][CH:5]=[CH:6][CH:7]=3)[CH:16]=4)[CH:18]=[C:19]([CH:27]3[CH2:32][CH2:31][N:30]([S:35]([N:34]([CH3:39])[CH3:33])(=[O:37])=[O:36])[CH2:29][CH2:28]3)[N:20]2[N:21]=[CH:22][N:23]=1. The yield is 0.990. (8) The reactants are Br[C:2]([CH3:9])([CH3:8])[C:3]([O:5][CH2:6][CH3:7])=[O:4].[NH2:10][C:11]1[N:12]([C:17]2[C:26]3[C:21](=[CH:22][CH:23]=[CH:24][CH:25]=3)[C:20]([CH:27]3[CH2:29][CH2:28]3)=[CH:19][CH:18]=2)[C:13]([SH:16])=[N:14][N:15]=1.[I-].[K+]. The catalyst is CN(C=O)C. The yield is 0.270. The product is [NH2:10][C:11]1[N:12]([C:17]2[C:26]3[C:21](=[CH:22][CH:23]=[CH:24][CH:25]=3)[C:20]([CH:27]3[CH2:29][CH2:28]3)=[CH:19][CH:18]=2)[C:13]([S:16][C:2]([CH3:9])([CH3:8])[C:3]([O:5][CH2:6][CH3:7])=[O:4])=[N:14][N:15]=1. (9) The reactants are [CH:1]([N:14]1[C:22]2[C:17](=[CH:18][CH:19]=[C:20]([Cl:23])[CH:21]=2)[CH:16]=[C:15]1[CH:24]=O)([C:8]1[CH:13]=[CH:12][CH:11]=[CH:10][CH:9]=1)[C:2]1[CH:7]=[CH:6][CH:5]=[CH:4][CH:3]=1.[N+:26]([CH3:29])([O-:28])=[O:27]. The catalyst is CCOC(C)=O. The product is [CH:1]([N:14]1[C:22]2[C:17](=[CH:18][CH:19]=[C:20]([Cl:23])[CH:21]=2)[CH:16]=[C:15]1[CH:24]=[CH:29][N+:26]([O-:28])=[O:27])([C:8]1[CH:13]=[CH:12][CH:11]=[CH:10][CH:9]=1)[C:2]1[CH:7]=[CH:6][CH:5]=[CH:4][CH:3]=1. The yield is 0.480. (10) The reactants are [Br:1][C:2]1[CH:3]=[N:4][CH:5]=[CH:6][C:7]=1[OH:8].[CH3:9]N(C)C=O.C(=O)([O-])[O-].[K+].[K+].CI. No catalyst specified. The product is [Br:1][C:2]1[C:7](=[O:8])[CH:6]=[CH:5][N:4]([CH3:9])[CH:3]=1. The yield is 0.810.